The task is: Predict the product of the given reaction.. This data is from Forward reaction prediction with 1.9M reactions from USPTO patents (1976-2016). (1) Given the reactants [CH3:1][O:2][C:3]1[CH:4]=[C:5]([CH:26]=[CH:27][C:28]=1[O:29][CH2:30][C:31]1[N:32]=[C:33]([C:37]2[CH:42]=[CH:41][CH:40]=[CH:39][CH:38]=2)[O:34][C:35]=1[CH3:36])[CH2:6][O:7][C:8]1[CH:12]=[C:11](/[CH:13]=[CH:14]/[C:15]([O:17]CC)=[O:16])[N:10]([C:20]2[CH:25]=[CH:24][CH:23]=[CH:22][CH:21]=2)[N:9]=1.[OH-].[Na+].O1CCCC1.Cl, predict the reaction product. The product is: [CH3:1][O:2][C:3]1[CH:4]=[C:5]([CH:26]=[CH:27][C:28]=1[O:29][CH2:30][C:31]1[N:32]=[C:33]([C:37]2[CH:42]=[CH:41][CH:40]=[CH:39][CH:38]=2)[O:34][C:35]=1[CH3:36])[CH2:6][O:7][C:8]1[CH:12]=[C:11](/[CH:13]=[CH:14]/[C:15]([OH:17])=[O:16])[N:10]([C:20]2[CH:21]=[CH:22][CH:23]=[CH:24][CH:25]=2)[N:9]=1. (2) Given the reactants [C:1]([O:5][C:6](=[O:33])[NH:7][CH:8]([C:28]1[NH:29][CH:30]=[CH:31][N:32]=1)[CH2:9][C:10]1[CH:18]=[C:17]([CH3:19])[C:16]2[C:12](=[CH:13][N:14]([CH2:20][O:21][CH2:22][CH2:23][Si:24]([CH3:27])([CH3:26])[CH3:25])[N:15]=2)[CH:11]=1)([CH3:4])([CH3:3])[CH3:2].[F:34][C:35]1[CH:36]=[C:37]([CH:40]=[CH:41][CH:42]=1)[CH2:38]Br.C(=O)([O-])[O-].[K+].[K+], predict the reaction product. The product is: [F:34][C:35]1[CH:36]=[C:37]([CH:40]=[CH:41][CH:42]=1)[CH2:38][N:32]1[CH:31]=[CH:30][N:29]=[C:28]1[CH:8]([NH:7][C:6](=[O:33])[O:5][C:1]([CH3:4])([CH3:2])[CH3:3])[CH2:9][C:10]1[CH:18]=[C:17]([CH3:19])[C:16]2[C:12](=[CH:13][N:14]([CH2:20][O:21][CH2:22][CH2:23][Si:24]([CH3:25])([CH3:27])[CH3:26])[N:15]=2)[CH:11]=1. (3) Given the reactants [F:1][C:2]([F:13])([F:12])C1N=C2CNCCN2N=1.[C:14]([O:18][C:19]([NH:21][C@H:22]([CH2:27][C:28]1[CH:33]=[C:32]([F:34])[C:31]([F:35])=[CH:30][C:29]=1[F:36])[CH2:23][C:24]([OH:26])=O)=[O:20])([CH3:17])([CH3:16])[CH3:15].OC1[C:46]2[N:45]=[N:44][NH:43][C:42]=2C=CC=1.Cl.[CH3:48][N:49](C)[CH2:50][CH2:51]CN=C=NCC, predict the reaction product. The product is: [C:14]([O:18][C:19]([NH:21][C@H:22]([CH2:27][C:28]1[CH:33]=[C:32]([F:34])[C:31]([F:35])=[CH:30][C:29]=1[F:36])[CH2:23][C:24]([N:45]1[CH2:51][CH2:50][N:49]2[CH2:48][N:44]([C:2]([F:13])([F:12])[F:1])[N:43]=[C:42]2[CH2:46]1)=[O:26])=[O:20])([CH3:15])([CH3:16])[CH3:17].